Dataset: Forward reaction prediction with 1.9M reactions from USPTO patents (1976-2016). Task: Predict the product of the given reaction. (1) Given the reactants [NH2:1][C:2]1[S:6][C:5]([C:7]([N:9]2[CH2:14][CH2:13][O:12][CH2:11][CH2:10]2)=[O:8])=[C:4]([Cl:15])[C:3]=1[CH3:16].[C:17](Cl)(Cl)=[O:18].[C:21]([C:25]1[CH:26]=[C:27]([NH2:38])[N:28]([C:30]2[CH:35]=[CH:34][C:33]([F:36])=[CH:32][C:31]=2[F:37])[N:29]=1)([CH3:24])([CH3:23])[CH3:22], predict the reaction product. The product is: [C:21]([C:25]1[CH:26]=[C:27]([NH:38][C:17]([NH:1][C:2]2[S:6][C:5]([C:7]([N:9]3[CH2:14][CH2:13][O:12][CH2:11][CH2:10]3)=[O:8])=[C:4]([Cl:15])[C:3]=2[CH3:16])=[O:18])[N:28]([C:30]2[CH:35]=[CH:34][C:33]([F:36])=[CH:32][C:31]=2[F:37])[N:29]=1)([CH3:24])([CH3:22])[CH3:23]. (2) Given the reactants [H-].[Na+].[CH2:3]([NH:6][C:7](=[O:13])[O:8][C:9]([CH3:12])([CH3:11])[CH3:10])[CH:4]=[CH2:5].Br[CH2:15][CH2:16][CH2:17][CH:18]=[CH2:19], predict the reaction product. The product is: [C:9]([O:8][C:7](=[O:13])[N:6]([CH2:3][CH:4]=[CH2:5])[CH2:15][CH2:16][CH2:17][CH:18]=[CH2:19])([CH3:12])([CH3:11])[CH3:10]. (3) Given the reactants [NH:1]1[C:5]([NH2:6])=[N:4][C:3]([NH2:7])=[N:2]1.C[O-].[Na+].CO.Cl[CH2:14][C:15]1[CH:20]=[CH:19][C:18]([O:21][CH3:22])=[CH:17][CH:16]=1, predict the reaction product. The product is: [CH3:22][O:21][C:18]1[CH:19]=[CH:20][C:15]([CH2:14][N:1]2[C:5]([NH2:6])=[N:4][C:3]([NH2:7])=[N:2]2)=[CH:16][CH:17]=1. (4) Given the reactants [C:1]1([C:11](C2N=CN(C(C3C=CC=CC=3)(C3C=CC=CC=3)C3C=CC=CC=3)C=2)([OH:13])[CH3:12])[C:10]2[C:5](=[CH:6][CH:7]=[CH:8][CH:9]=2)[CH:4]=[CH:3][N:2]=1.C(O)(C(F)(F)F)=O, predict the reaction product. The product is: [C:1]1([CH:11]([OH:13])[CH3:12])[C:10]2[C:5](=[CH:6][CH:7]=[CH:8][CH:9]=2)[CH:4]=[CH:3][N:2]=1. (5) Given the reactants [N:1]1([CH:7]2[CH2:12][CH2:11][N:10]([CH2:13][CH:14]([C:16]3[CH:21]=[CH:20][CH:19]=[CH:18][CH:17]=3)O)[CH2:9][CH2:8]2)[CH2:6][CH2:5][CH2:4][CH2:3][CH2:2]1.CS(Cl)(=O)=O.[CH:27]1([N:32]2[CH2:37][CH2:36][NH:35][CH2:34][CH2:33]2)[CH2:31][CH2:30][CH2:29][CH2:28]1, predict the reaction product. The product is: [CH:27]1([N:32]2[CH2:33][CH2:34][N:35]([CH:14]([C:16]3[CH:21]=[CH:20][CH:19]=[CH:18][CH:17]=3)[CH2:13][N:10]3[CH2:11][CH2:12][CH:7]([N:1]4[CH2:6][CH2:5][CH2:4][CH2:3][CH2:2]4)[CH2:8][CH2:9]3)[CH2:36][CH2:37]2)[CH2:28][CH2:29][CH2:30][CH2:31]1. (6) Given the reactants [NH:1]1[CH:8]=[CH:7][C:5]([NH2:6])=[N:4][C:2]1=[O:3].[Li]CCCC.CS(C)=O.[F:18][C@H:19]1[C@@H:24]2[O:25][CH:26]([C:29]3[CH:34]=[CH:33][CH:32]=[CH:31][CH:30]=3)[O:27][CH2:28][C@H:23]2[O:22][CH2:21][C@@H:20]1OS(C(F)(F)F)(=O)=O, predict the reaction product. The product is: [NH2:6][C:5]1[CH:7]=[CH:8][N:1]([C@@H:20]2[CH2:21][O:22][C@H:23]3[C@@H:24]([O:25][CH:26]([C:29]4[CH:34]=[CH:33][CH:32]=[CH:31][CH:30]=4)[O:27][CH2:28]3)[C@@H:19]2[F:18])[C:2](=[O:3])[N:4]=1. (7) The product is: [C:1]([O:5][C@@H:6]([C:12]1[C:13]([CH3:42])=[N:14][C:15]2[N:16]([N:26]=[C:27]([C:29]3[S:30][C:31]([CH2:34][C:35]4[CH:36]=[CH:37][C:38]([F:41])=[CH:39][CH:40]=4)=[CH:32][N:33]=3)[CH:28]=2)[C:17]=1[C:18]1[CH2:23][CH2:22][C:21]([CH3:25])([CH3:24])[CH2:20][CH:19]=1)[C:7]([OH:9])=[O:8])([CH3:2])([CH3:3])[CH3:4]. Given the reactants [C:1]([O:5][C@@H:6]([C:12]1[C:13]([CH3:42])=[N:14][C:15]2[N:16]([N:26]=[C:27]([C:29]3[S:30][C:31]([CH2:34][C:35]4[CH:40]=[CH:39][C:38]([F:41])=[CH:37][CH:36]=4)=[CH:32][N:33]=3)[CH:28]=2)[C:17]=1[C:18]1[CH2:23][CH2:22][C:21]([CH3:25])([CH3:24])[CH2:20][CH:19]=1)[C:7]([O:9]CC)=[O:8])([CH3:4])([CH3:3])[CH3:2].[OH-].[Na+], predict the reaction product. (8) Given the reactants [CH3:1][C:2]1[O:6][C:5]([C:7]2[C:8]3[NH:16][N:15]=[N:14][C:9]=3[N:10]=[C:11]([NH2:13])[N:12]=2)=[CH:4][CH:3]=1.[Br:17][CH2:18][C:19]1[CH:24]=[CH:23][CH:22]=[C:21]([CH2:25]Br)[N:20]=1, predict the reaction product. The product is: [Br:17][CH2:18][C:19]1[N:20]=[C:21]([CH2:25][N:14]2[C:9]3[N:10]=[C:11]([NH2:13])[N:12]=[C:7]([C:5]4[O:6][C:2]([CH3:1])=[CH:3][CH:4]=4)[C:8]=3[N:16]=[N:15]2)[CH:22]=[CH:23][CH:24]=1. (9) Given the reactants [NH2:1][C:2]1[CH:7]=[C:6]([N:8]2[CH2:12][CH2:11][C@:10]([CH:15]3[CH2:17][CH2:16]3)([C:13]#[N:14])[C:9]2=[O:18])[CH:5]=[CH:4][N:3]=1.Cl[C:20]1[N:21]=[CH:22][C:23]([C:26]([N:28]([CH3:30])[CH3:29])=[O:27])=[N:24][CH:25]=1.C(=O)([O-])[O-].[K+].[K+].C1(P(C2CCCCC2)C2C(OC)=CC=C(OC)C=2C2C(C(C)C)=CC(C(C)C)=CC=2C(C)C)CCCCC1.C(=O)([O-])O.[Na+], predict the reaction product. The product is: [C:13]([C@@:10]1([CH:15]2[CH2:17][CH2:16]2)[CH2:11][CH2:12][N:8]([C:6]2[CH:5]=[CH:4][N:3]=[C:2]([NH:1][C:20]3[N:21]=[CH:22][C:23]([C:26]([N:28]([CH3:30])[CH3:29])=[O:27])=[N:24][CH:25]=3)[CH:7]=2)[C:9]1=[O:18])#[N:14].